From a dataset of Peptide-MHC class I binding affinity with 185,985 pairs from IEDB/IMGT. Regression. Given a peptide amino acid sequence and an MHC pseudo amino acid sequence, predict their binding affinity value. This is MHC class I binding data. (1) The peptide sequence is FIRIIRPDY. The MHC is HLA-A31:01 with pseudo-sequence HLA-A31:01. The binding affinity (normalized) is 0.181. (2) The peptide sequence is MLMPRQKI. The MHC is HLA-A02:01 with pseudo-sequence HLA-A02:01. The binding affinity (normalized) is 0.322. (3) The peptide sequence is GEDIQLLKA. The MHC is HLA-B45:01 with pseudo-sequence HLA-B45:01. The binding affinity (normalized) is 0.264.